This data is from NCI-60 drug combinations with 297,098 pairs across 59 cell lines. The task is: Regression. Given two drug SMILES strings and cell line genomic features, predict the synergy score measuring deviation from expected non-interaction effect. (1) Drug 1: CC1OCC2C(O1)C(C(C(O2)OC3C4COC(=O)C4C(C5=CC6=C(C=C35)OCO6)C7=CC(=C(C(=C7)OC)O)OC)O)O. Drug 2: C1CC(=O)NC(=O)C1N2C(=O)C3=CC=CC=C3C2=O. Cell line: RXF 393. Synergy scores: CSS=20.8, Synergy_ZIP=-5.51, Synergy_Bliss=1.36, Synergy_Loewe=-9.73, Synergy_HSA=0.342. (2) Drug 1: C1CCC(C1)C(CC#N)N2C=C(C=N2)C3=C4C=CNC4=NC=N3. Drug 2: CN1CCC(CC1)COC2=C(C=C3C(=C2)N=CN=C3NC4=C(C=C(C=C4)Br)F)OC. Cell line: NCI-H322M. Synergy scores: CSS=36.1, Synergy_ZIP=8.64, Synergy_Bliss=0.372, Synergy_Loewe=-14.2, Synergy_HSA=0.121. (3) Drug 1: CN1CCC(CC1)COC2=C(C=C3C(=C2)N=CN=C3NC4=C(C=C(C=C4)Br)F)OC. Drug 2: CCC1=CC2CC(C3=C(CN(C2)C1)C4=CC=CC=C4N3)(C5=C(C=C6C(=C5)C78CCN9C7C(C=CC9)(C(C(C8N6C)(C(=O)OC)O)OC(=O)C)CC)OC)C(=O)OC.C(C(C(=O)O)O)(C(=O)O)O. Cell line: HS 578T. Synergy scores: CSS=58.6, Synergy_ZIP=20.6, Synergy_Bliss=18.2, Synergy_Loewe=-11.7, Synergy_HSA=13.6. (4) Drug 1: C1CCN(CC1)CCOC2=CC=C(C=C2)C(=O)C3=C(SC4=C3C=CC(=C4)O)C5=CC=C(C=C5)O. Drug 2: CCC1=C2CN3C(=CC4=C(C3=O)COC(=O)C4(CC)O)C2=NC5=C1C=C(C=C5)O. Cell line: SNB-75. Synergy scores: CSS=52.5, Synergy_ZIP=-0.304, Synergy_Bliss=-0.0621, Synergy_Loewe=-8.80, Synergy_HSA=0.225. (5) Drug 1: C1=C(C(=O)NC(=O)N1)F. Drug 2: CCN(CC)CCNC(=O)C1=C(NC(=C1C)C=C2C3=C(C=CC(=C3)F)NC2=O)C. Cell line: SF-295. Synergy scores: CSS=33.0, Synergy_ZIP=-1.56, Synergy_Bliss=-4.71, Synergy_Loewe=-4.88, Synergy_HSA=-4.45.